Regression. Given a peptide amino acid sequence and an MHC pseudo amino acid sequence, predict their binding affinity value. This is MHC class II binding data. From a dataset of Peptide-MHC class II binding affinity with 134,281 pairs from IEDB. The peptide sequence is DLGYAPATPAAPGAG. The MHC is DRB3_0202 with pseudo-sequence DRB3_0202. The binding affinity (normalized) is 0.150.